The task is: Predict which catalyst facilitates the given reaction.. This data is from Catalyst prediction with 721,799 reactions and 888 catalyst types from USPTO. (1) Reactant: [Cl-].O[NH3+:3].[C:4](=[O:7])([O-])[OH:5].[Na+].CS(C)=O.[CH2:13]([C:17]1[N:18]=[C:19]([CH3:48])[N:20]([CH2:39][C:40]2[CH:45]=[CH:44][C:43]([F:46])=[CH:42][C:41]=2[F:47])[C:21](=[O:38])[C:22]=1[CH2:23][C:24]1[CH:29]=[CH:28][C:27]([C:30]2[C:31]([C:36]#[N:37])=[CH:32][CH:33]=[CH:34][CH:35]=2)=[CH:26][CH:25]=1)[CH2:14][CH2:15][CH3:16]. Product: [CH2:13]([C:17]1[N:18]=[C:19]([CH3:48])[N:20]([CH2:39][C:40]2[CH:45]=[CH:44][C:43]([F:46])=[CH:42][C:41]=2[F:47])[C:21](=[O:38])[C:22]=1[CH2:23][C:24]1[CH:25]=[CH:26][C:27]([C:30]2[CH:35]=[CH:34][CH:33]=[CH:32][C:31]=2[C:36]2[NH:3][C:4](=[O:7])[O:5][N:37]=2)=[CH:28][CH:29]=1)[CH2:14][CH2:15][CH3:16]. The catalyst class is: 13. (2) Reactant: [NH2:1][CH2:2][C:3]1[N:4]([CH3:22])[C:5](=[O:21])[C:6]2[C:11]([C:12]=1[C:13]1[CH:18]=[CH:17][CH:16]=[CH:15][CH:14]=1)=[CH:10][C:9]([O:19][CH3:20])=[CH:8][CH:7]=2.[C:23]1([CH2:29][CH2:30][CH2:31][CH2:32][C:33](O)=[O:34])[CH:28]=[CH:27][CH:26]=[CH:25][CH:24]=1.Cl.CN(C)CCCN=C=NCC.ON1C2N=CC=CC=2N=N1.C(=O)(O)[O-].[Na+]. Product: [CH3:20][O:19][C:9]1[CH:10]=[C:11]2[C:6](=[CH:7][CH:8]=1)[C:5](=[O:21])[N:4]([CH3:22])[C:3]([CH2:2][NH:1][C:33](=[O:34])[CH2:32][CH2:31][CH2:30][CH2:29][C:23]1[CH:28]=[CH:27][CH:26]=[CH:25][CH:24]=1)=[C:12]2[C:13]1[CH:18]=[CH:17][CH:16]=[CH:15][CH:14]=1. The catalyst class is: 35. (3) Reactant: [NH2:1][CH2:2][C:3]([CH3:7])([CH3:6])[CH2:4][NH2:5].C(N(CC)C(C)C)(C)C.C([O:19][C:20]([C:22]1[N:27]2[C:28]([C:31](=[O:36])C(Cl)(Cl)Cl)=[CH:29][N:30]=[C:26]2[CH:25]=[CH:24][CH:23]=1)=O)C.C1C=CC(N([S:44]([C:47]([F:50])([F:49])[F:48])(=[O:46])=[O:45])[S:44]([C:47]([F:50])([F:49])[F:48])(=[O:46])=[O:45])=CC=1. Product: [CH3:6][C:3]([CH3:7])([CH2:4][NH:5][S:44]([C:47]([F:50])([F:49])[F:48])(=[O:46])=[O:45])[CH2:2][N:1]1[C:20](=[O:19])[C:22]2[N:27]3[C:28](=[CH:29][N:30]=[C:26]3[CH:25]=[CH:24][CH:23]=2)[C:31]1=[O:36]. The catalyst class is: 10. (4) Reactant: [CH2:1]([C@H:4]1[CH2:9][C@H:8]([C:10]2[CH:15]=[CH:14][CH:13]=[C:12]([Cl:16])[CH:11]=2)[C@@H:7]([C:17]2[CH:22]=[CH:21][C:20]([Cl:23])=[CH:19][CH:18]=2)[N:6]([C@@H:24]([CH2:32][CH3:33])[C:25]([O:27]C(C)(C)C)=[O:26])[C:5]1=[O:34])[CH:2]=[CH2:3].FC(F)(F)C(O)=O. Product: [CH2:1]([C@H:4]1[CH2:9][C@H:8]([C:10]2[CH:15]=[CH:14][CH:13]=[C:12]([Cl:16])[CH:11]=2)[C@@H:7]([C:17]2[CH:18]=[CH:19][C:20]([Cl:23])=[CH:21][CH:22]=2)[N:6]([C@H:24]([CH2:32][CH3:33])[C:25]([OH:27])=[O:26])[C:5]1=[O:34])[CH:2]=[CH2:3]. The catalyst class is: 2. (5) Reactant: [CH3:1][C:2]1([NH:5][C:6]2[N:11]=[C:10]([S:12][CH3:13])[C:9]([C:14]#[N:15])=[CH:8][N:7]=2)[CH2:4][CH2:3]1.[OH-:16].[Na+].OO. Product: [CH3:1][C:2]1([NH:5][C:6]2[N:11]=[C:10]([S:12][CH3:13])[C:9]([C:14]([NH2:15])=[O:16])=[CH:8][N:7]=2)[CH2:4][CH2:3]1. The catalyst class is: 829. (6) Reactant: C(=O)([O-])O.[Na+].Cl.[CH2:7]([O:9][C:10](=[O:13])[CH2:11][NH2:12])[CH3:8].[N+:14]([C:17]1[CH:22]=[C:21]([N+:23]([O-:25])=[O:24])[CH:20]=[CH:19][C:18]=1Cl)([O-:16])=[O:15]. Product: [CH2:7]([O:9][C:10](=[O:13])[CH2:11][NH:12][C:18]1[CH:19]=[CH:20][C:21]([N+:23]([O-:25])=[O:24])=[CH:22][C:17]=1[N+:14]([O-:16])=[O:15])[CH3:8]. The catalyst class is: 8. (7) Product: [Br:47][C:48]1[N:53]2[CH:54]=[C:55]([NH:57][C:1]([C:2]3[CH:11]=[CH:10][C:9]4[C:4](=[CH:5][CH:6]=[CH:7][CH:8]=4)[N:3]=3)=[O:13])[N:56]=[C:52]2[C:51]([N:58]2[CH2:59][CH2:60][O:61][CH2:62][CH2:63]2)=[N:50][CH:49]=1. Reactant: [C:1]([OH:13])(=O)[C:2]1[CH:11]=[CH:10][C:9]2[C:4](=[CH:5][CH:6]=[CH:7][CH:8]=2)[N:3]=1.CN(C(ON1N=NC2C=CC=NC1=2)=[N+](C)C)C.F[P-](F)(F)(F)(F)F.CCN(C(C)C)C(C)C.[Br:47][C:48]1[N:53]2[CH:54]=[C:55]([NH2:57])[N:56]=[C:52]2[C:51]([N:58]2[CH2:63][CH2:62][O:61][CH2:60][CH2:59]2)=[N:50][CH:49]=1. The catalyst class is: 2. (8) Reactant: [CH2:1]([O:8][C:9]1[C:10]([C:16]([O:18]C)=[O:17])=[N:11][C:12]([Br:15])=[CH:13][CH:14]=1)[C:2]1[CH:7]=[CH:6][CH:5]=[CH:4][CH:3]=1.O[Li].O. Product: [CH2:1]([O:8][C:9]1[C:10]([C:16]([OH:18])=[O:17])=[N:11][C:12]([Br:15])=[CH:13][CH:14]=1)[C:2]1[CH:3]=[CH:4][CH:5]=[CH:6][CH:7]=1. The catalyst class is: 38. (9) Reactant: C(Cl)(=O)C(Cl)=O.Cl.[N:8]1([C:14]2[CH:19]=[CH:18][N:17]=[C:16]([C:20]([OH:22])=O)[CH:15]=2)[CH2:13][CH2:12][O:11][CH2:10][CH2:9]1.C(N(CC)CC)C.Cl.[C:31]([O:35][NH2:36])([CH3:34])([CH3:33])[CH3:32]. Product: [C:31]([O:35][NH:36][C:20]([C:16]1[CH:15]=[C:14]([N:8]2[CH2:9][CH2:10][O:11][CH2:12][CH2:13]2)[CH:19]=[CH:18][N:17]=1)=[O:22])([CH3:34])([CH3:33])[CH3:32]. The catalyst class is: 120. (10) Reactant: [CH3:1][C:2]1[C:3]([CH2:14][S:15][C:16]2[N:20]([CH:21]3[CH2:25][O:24][C:23](=[O:26])[O:22]3)[C:19]3[CH:27]=[CH:28][CH:29]=[CH:30][C:18]=3[N:17]=2)=[N:4][CH:5]=[CH:6][C:7]=1[O:8][CH2:9][C:10]([F:13])([F:12])[F:11].ClC1C=C(C=CC=1)C(OO)=[O:36]. Product: [CH3:1][C:2]1[C:3]([CH2:14][S:15]([C:16]2[N:20]([CH:21]3[CH2:25][O:24][C:23](=[O:26])[O:22]3)[C:19]3[CH:27]=[CH:28][CH:29]=[CH:30][C:18]=3[N:17]=2)=[O:36])=[N:4][CH:5]=[CH:6][C:7]=1[O:8][CH2:9][C:10]([F:13])([F:11])[F:12]. The catalyst class is: 2.